Dataset: Reaction yield outcomes from USPTO patents with 853,638 reactions. Task: Predict the reaction yield, written as a fraction of the theoretical maximum amount of product (1.0 means a 100% yield; for example, 0.34 means a 34% yield). (1) The reactants are [C:1]([C:3]1[CH:4]=[C:5]([S:23]([NH:26][C:27]2[S:28][CH:29]=[CH:30][N:31]=2)(=[O:25])=[O:24])[CH:6]=[CH:7][C:8]=1[O:9][C:10]1[CH:11]=[N:12][C:13]([C:17]2[CH:22]=[CH:21][CH:20]=[CH:19][CH:18]=2)=[CH:14][C:15]=1I)#[N:2].[F:32][C:33]1[C:38](B(O)O)=[CH:37][CH:36]=[CH:35][N:34]=1.C([O-])([O-])=O.[Na+].[Na+].O. The catalyst is CN(C)C=O.C1C=CC([P]([Pd]([P](C2C=CC=CC=2)(C2C=CC=CC=2)C2C=CC=CC=2)([P](C2C=CC=CC=2)(C2C=CC=CC=2)C2C=CC=CC=2)[P](C2C=CC=CC=2)(C2C=CC=CC=2)C2C=CC=CC=2)(C2C=CC=CC=2)C2C=CC=CC=2)=CC=1. The product is [C:1]([C:3]1[CH:4]=[C:5]([S:23]([NH:26][C:27]2[S:28][CH:29]=[CH:30][N:31]=2)(=[O:25])=[O:24])[CH:6]=[CH:7][C:8]=1[O:9][C:10]1[CH:11]=[N:12][C:13]([C:17]2[CH:22]=[CH:21][CH:20]=[CH:19][CH:18]=2)=[CH:14][C:15]=1[C:38]1[C:33]([F:32])=[N:34][CH:35]=[CH:36][CH:37]=1)#[N:2]. The yield is 0.300. (2) The reactants are [H-].[Na+].C1COCC1.[O:8]=[C:9]1[CH:15]([NH:16][C:17](=[O:23])[O:18][C:19]([CH3:22])([CH3:21])[CH3:20])[CH2:14][S:13][CH2:12][CH2:11][NH:10]1.[F:24][C:25]1[CH:26]=[C:27]([CH:30]=[CH:31][C:32]=1[F:33])[CH2:28]Br. The catalyst is O.CCOC(C)=O. The product is [C:19]([O:18][C:17](=[O:23])[NH:16][CH:15]1[CH2:14][S:13][CH2:12][CH2:11][N:10]([CH2:28][C:27]2[CH:30]=[CH:31][C:32]([F:33])=[C:25]([F:24])[CH:26]=2)[C:9]1=[O:8])([CH3:20])([CH3:22])[CH3:21]. The yield is 0.610. (3) The reactants are [NH2:1][C:2]1[N:7]=[C:6]([N:8]([CH3:15])[C:9]2[CH:14]=[CH:13][CH:12]=[CH:11][CH:10]=2)[N:5]=[C:4]([C:16]2[N:20]=[C:19]([N:21]3[CH2:24][CH:23](O)[CH2:22]3)[O:18][N:17]=2)[N:3]=1.CCN(C(C)C)C(C)C.CN([C:53]1[CH:58]=[CH:57][CH:56]=[CH:55][CH:54]=1)C1N=C(N)N=C(C2N=C(C(Cl)(Cl)Cl)ON=2)N=1.FC(F)(F)[C:61](O)=[O:62]. The catalyst is C(Cl)Cl.CN(C=O)C.CCOC(C)=O. The product is [CH3:15][N:8]([C:9]1[CH:14]=[CH:13][CH:12]=[CH:11][CH:10]=1)[C:6]1[N:7]=[C:2]([NH2:1])[N:3]=[C:4]([C:16]2[N:20]=[C:19]([N:21]3[CH2:24][CH:23]([CH2:61][O:62][C:53]4[CH:54]=[CH:55][CH:56]=[CH:57][CH:58]=4)[CH2:22]3)[O:18][N:17]=2)[N:5]=1. The yield is 0.0700. (4) The reactants are [Cl:1][C:2]1[CH:7]=[C:6](Cl)[N:5]2[N:9]=[CH:10][CH:11]=[C:4]2[N:3]=1.[NH4+:12].[OH-]. No catalyst specified. The product is [Cl:1][C:2]1[CH:7]=[C:6]([NH2:12])[N:5]2[N:9]=[CH:10][CH:11]=[C:4]2[N:3]=1. The yield is 1.00. (5) The yield is 0.870. The reactants are [F:1][C:2]1[N:10]=[CH:9][C:8]([CH3:11])=[CH:7][C:3]=1[C:4](O)=[O:5].Cl.[CH3:13][NH:14][O:15][CH3:16].C(N(C(C)C)CC)(C)C.CN(C(ON1N=NC2C=CC=CC1=2)=[N+](C)C)C.[B-](F)(F)(F)F. The product is [F:1][C:2]1[N:10]=[CH:9][C:8]([CH3:11])=[CH:7][C:3]=1[C:4]([N:14]([O:15][CH3:16])[CH3:13])=[O:5]. The catalyst is ClCCl.